This data is from Forward reaction prediction with 1.9M reactions from USPTO patents (1976-2016). The task is: Predict the product of the given reaction. Given the reactants [CH2:1]([C:5]1[CH:10]=[CH:9][C:8]([CH2:11][OH:12])=[CH:7][CH:6]=1)[CH2:2][C:3]#[CH:4].Br[C:14]1[CH:19]=[CH:18][C:17]([Br:20])=[CH:16][N:15]=1, predict the reaction product. The product is: [Br:20][C:17]1[CH:18]=[CH:19][C:14]([C:4]#[C:3][CH2:2][CH2:1][C:5]2[CH:6]=[CH:7][C:8]([CH2:11][OH:12])=[CH:9][CH:10]=2)=[N:15][CH:16]=1.